Dataset: Forward reaction prediction with 1.9M reactions from USPTO patents (1976-2016). Task: Predict the product of the given reaction. (1) Given the reactants [C:1]([OH:10])(=O)[CH2:2][CH2:3][CH2:4][CH2:5][CH2:6][CH2:7][CH3:8].O.ON1C2C=CC=CC=2N=N1.Cl.CN(C)CCCN=C=NCC.O[N:35]=[C:36]([NH2:45])[C:37]1[CH:42]=[CH:41][C:40]([CH2:43][OH:44])=[CH:39][CH:38]=1, predict the reaction product. The product is: [CH2:2]([C:1]1[O:10][N:45]=[C:36]([C:37]2[CH:42]=[CH:41][C:40]([CH2:43][OH:44])=[CH:39][CH:38]=2)[N:35]=1)[CH2:3][CH2:4][CH2:5][CH2:6][CH2:7][CH3:8]. (2) Given the reactants [Cl:1][C:2]1[CH:10]=[CH:9][C:5]([C:6]([OH:8])=O)=[CH:4][CH:3]=1.Cl.[NH2:12][C:13]([CH3:40])([CH3:39])[C:14]([NH:16][C@H:17]([B:26]1[O:30][C@@H:29]2[CH2:31][C@@H:32]3[CH2:35][C@H:34]([C@:28]2([CH3:38])[O:27]1)[C:33]3([CH3:37])[CH3:36])[CH2:18][C:19]1[CH:24]=[CH:23][CH:22]=[C:21]([CH3:25])[CH:20]=1)=[O:15].C1C=CC2N(O)N=NC=2C=1.CN1CCOCC1.CCN=C=NCCCN(C)C, predict the reaction product. The product is: [Cl:1][C:2]1[CH:3]=[CH:4][C:5]([C:6]([NH:12][C:13]([CH3:40])([CH3:39])[C:14]([NH:16][C@H:17]([B:26]2[O:30][C@@H:29]3[CH2:31][C@@H:32]4[CH2:35][C@H:34]([C@:28]3([CH3:38])[O:27]2)[C:33]4([CH3:37])[CH3:36])[CH2:18][C:19]2[CH:24]=[CH:23][CH:22]=[C:21]([CH3:25])[CH:20]=2)=[O:15])=[O:8])=[CH:9][CH:10]=1. (3) Given the reactants [CH3:1][O:2][C:3](=[O:22])[C:4]1[CH:9]=[CH:8][C:7]([C:10]([F:13])([F:12])[F:11])=[C:6](OS(C(F)(F)F)(=O)=O)[CH:5]=1.[CH:23]1(OB(O)O)[CH2:25][CH2:24]1.C(=O)([O-])[O-].[Cs+].[Cs+], predict the reaction product. The product is: [CH3:1][O:2][C:3](=[O:22])[C:4]1[CH:9]=[CH:8][C:7]([C:10]([F:13])([F:12])[F:11])=[C:6]([CH:23]2[CH2:25][CH2:24]2)[CH:5]=1.